This data is from Forward reaction prediction with 1.9M reactions from USPTO patents (1976-2016). The task is: Predict the product of the given reaction. (1) The product is: [C:7]([C:9]1[C:10]([NH:32][C:33]([C:35]2[S:36][CH:37]=[CH:38][CH:39]=2)=[O:34])=[N:11][C:12]([C:24]2[CH:29]=[CH:28][C:27]([F:30])=[CH:26][C:25]=2[O:31][CH2:42][O:43][CH3:44])=[CH:13][C:14]=1[C:15]1[CH:16]=[C:17]([CH:21]=[CH:22][CH:23]=1)[C:18]([OH:20])=[O:19])#[N:8]. Given the reactants [OH-].[Na+].C(O)C.Cl.[C:7]([C:9]1[C:10]([NH:32][C:33]([C:35]2[S:36][CH:37]=[CH:38][CH:39]=2)=[O:34])=[N:11][C:12]([C:24]2[CH:29]=[CH:28][C:27]([F:30])=[CH:26][C:25]=2[OH:31])=[CH:13][C:14]=1[C:15]1[CH:16]=[C:17]([CH:21]=[CH:22][CH:23]=1)[C:18]([OH:20])=[O:19])#[N:8].C1[CH2:44][O:43][CH2:42]C1, predict the reaction product. (2) Given the reactants [CH:1](=[O:10])[CH:2]=[CH:3][C:4]1[CH:9]=[CH:8][CH:7]=[CH:6][CH:5]=1.C([Si]([O:18][C:19]1[CH:24]=[CH:23][CH:22]=[CH:21][C:20]=1[CH:25](Cl)[CH2:26][CH2:27][C:28]1[CH:33]=[CH:32][C:31]([F:34])=[CH:30][CH:29]=1)(C)C)(C)(C)C, predict the reaction product. The product is: [F:34][C:31]1[CH:30]=[CH:29][C:28]([CH2:27][CH2:26][C@@H:25]2[C@@H:3]([C:4]3[CH:9]=[CH:8][CH:7]=[CH:6][CH:5]=3)[CH2:2][C:1](=[O:10])[O:18][C:19]3[CH:24]=[CH:23][CH:22]=[CH:21][C:20]2=3)=[CH:33][CH:32]=1. (3) Given the reactants [CH3:1][CH2:2][C:3](=O)[CH2:4][C:5](=O)[CH2:6][CH3:7].[NH:10]([C:12]1[CH:17]=[CH:16][C:15]([I:18])=[CH:14][C:13]=1[CH3:19])[NH2:11].C(N(CC)CC)C, predict the reaction product. The product is: [CH2:2]([C:3]1[CH:4]=[C:5]([CH2:6][CH3:7])[N:10]([C:12]2[CH:17]=[CH:16][C:15]([I:18])=[CH:14][C:13]=2[CH3:19])[N:11]=1)[CH3:1]. (4) The product is: [CH2:9]1[C:10]2[C:15](=[CH:14][C:13]([C:26](=[O:30])[CH3:27])=[CH:12][CH:11]=2)[CH2:16][CH2:17][NH:8]1. Given the reactants C(OC([N:8]1[CH2:17][CH2:16][C:15]2[C:10](=[CH:11][CH:12]=[C:13](OS(C(F)(F)F)(=O)=O)[CH:14]=2)[CH2:9]1)=O)(C)(C)C.[CH2:26]([O:30]C=C)[CH2:27]CC.C1(P(C2C=CC=CC=2)CCCP(C2C=CC=CC=2)C2C=CC=CC=2)C=CC=CC=1.C(OC=C)=C.Cl.C(=O)([O-])[O-].[Na+].[Na+], predict the reaction product. (5) The product is: [CH3:11][O:10][C:3]1[CH:4]=[CH:5][CH:6]=[C:7]([O:8][CH3:9])[C:2]=1[S:12]([Cl:15])(=[O:14])=[O:13]. Given the reactants Br[C:2]1[C:7]([O:8][CH3:9])=[CH:6][CH:5]=[CH:4][C:3]=1[O:10][CH3:11].[S:12](Cl)([Cl:15])(=[O:14])=[O:13], predict the reaction product.